Dataset: Reaction yield outcomes from USPTO patents with 853,638 reactions. Task: Predict the reaction yield, written as a fraction of the theoretical maximum amount of product (1.0 means a 100% yield; for example, 0.34 means a 34% yield). (1) The reactants are [NH2:1][C:2]1[CH:7]=[CH:6][CH:5]=[CH:4][C:3]=1[C:8]1[NH:9][C:10]2[C:15]([C:16]=1[CH:17]1[CH2:22][CH2:21][CH2:20][CH2:19][CH2:18]1)=[CH:14][CH:13]=[C:12]([C:23]([O:25][CH3:26])=[O:24])[CH:11]=2.C([O-])(=O)C.[Na+].C(O)(=O)C.[Cl:36][CH2:37][C:38](Cl)=[O:39].C(=O)([O-])O.[Na+]. The catalyst is O1CCCC1. The product is [Cl:36][CH2:37][C:38]([NH:1][C:2]1[CH:7]=[CH:6][CH:5]=[CH:4][C:3]=1[C:8]1[NH:9][C:10]2[C:15]([C:16]=1[CH:17]1[CH2:22][CH2:21][CH2:20][CH2:19][CH2:18]1)=[CH:14][CH:13]=[C:12]([C:23]([O:25][CH3:26])=[O:24])[CH:11]=2)=[O:39]. The yield is 1.00. (2) The reactants are [O:1]=[C:2]1[C:11]2[CH:12]=[CH:13][S:14][C:10]=2[C:9]2[CH:8]=[CH:7][C:6]([C:15]([O:17][CH3:18])=[O:16])=[CH:5][C:4]=2[NH:3]1.C1C(=O)N([Br:26])C(=O)C1.O.N. The catalyst is C(Cl)(Cl)Cl.C(O)(=O)C. The product is [Br:26][C:13]1[S:14][C:10]2[C:9]3[CH:8]=[CH:7][C:6]([C:15]([O:17][CH3:18])=[O:16])=[CH:5][C:4]=3[NH:3][C:2](=[O:1])[C:11]=2[CH:12]=1. The yield is 0.760.